Dataset: Forward reaction prediction with 1.9M reactions from USPTO patents (1976-2016). Task: Predict the product of the given reaction. Given the reactants [C:1]([C:4]1[C:22](=[O:23])[C@@:8]2([CH3:24])[C:9]3[C:15]([OH:16])=[CH:14][C:13]([O:17][CH3:18])=[C:12]([C:19]([NH2:21])=[O:20])[C:10]=3[O:11][C:7]2=[CH:6][C:5]=1[OH:25])(=[O:3])[CH3:2].[CH3:26][C:27]1[C:36]([CH3:37])=[C:35]([CH3:38])[C:34]2[C:29](=[CH:30][CH:31]=[CH:32][CH:33]=2)[C:28]=1[CH:39]=O.C([SiH](CC)CC)C.FC(F)(F)C(O)=O, predict the reaction product. The product is: [C:1]([C:4]1[C:22](=[O:23])[C@@:8]2([CH3:24])[C:9]3[C:15]([OH:16])=[CH:14][C:13]([O:17][CH3:18])=[C:12]([C:19]([NH:21][CH2:39][C:28]4[C:29]5[C:34](=[CH:33][CH:32]=[CH:31][CH:30]=5)[C:35]([CH3:38])=[C:36]([CH3:37])[C:27]=4[CH3:26])=[O:20])[C:10]=3[O:11][C:7]2=[CH:6][C:5]=1[OH:25])(=[O:3])[CH3:2].